This data is from Forward reaction prediction with 1.9M reactions from USPTO patents (1976-2016). The task is: Predict the product of the given reaction. (1) Given the reactants Cl.[CH:2]1[C:15]2[N:14]([CH2:16][CH2:17][NH2:18])[C:13]3[C:8](=[CH:9][CH:10]=[CH:11][CH:12]=3)[S:7][C:6]=2[CH:5]=[CH:4][CH:3]=1.C(N(CC)CC)C.[F:26][C:27]([F:40])([F:39])[O:28][C:29]1[CH:34]=[CH:33][C:32]([S:35](Cl)(=[O:37])=[O:36])=[CH:31][CH:30]=1, predict the reaction product. The product is: [CH:2]1[C:15]2[N:14]([CH2:16][CH2:17][NH:18][S:35]([C:32]3[CH:31]=[CH:30][C:29]([O:28][C:27]([F:26])([F:39])[F:40])=[CH:34][CH:33]=3)(=[O:37])=[O:36])[C:13]3[C:8](=[CH:9][CH:10]=[CH:11][CH:12]=3)[S:7][C:6]=2[CH:5]=[CH:4][CH:3]=1. (2) Given the reactants [F:1][C:2]1[CH:7]=[CH:6][C:5]([C@:8]2([CH2:32][CH2:33][CH2:34][OH:35])[O:13][C:12](=[O:14])[N:11]([C@H:15]([C:17]3[CH:22]=[CH:21][C:20](B4OC(C)(C)C(C)(C)O4)=[CH:19][CH:18]=3)[CH3:16])[CH2:10][CH2:9]2)=[CH:4][CH:3]=1.[Cl:36][C:37]1[N:42]=[C:41](Cl)[CH:40]=[CH:39][N:38]=1.C([O-])([O-])=O.[Cs+].[Cs+], predict the reaction product. The product is: [Cl:36][C:37]1[N:42]=[C:41]([C:20]2[CH:19]=[CH:18][C:17]([C@@H:15]([N:11]3[CH2:10][CH2:9][C@@:8]([C:5]4[CH:6]=[CH:7][C:2]([F:1])=[CH:3][CH:4]=4)([CH2:32][CH2:33][CH2:34][OH:35])[O:13][C:12]3=[O:14])[CH3:16])=[CH:22][CH:21]=2)[CH:40]=[CH:39][N:38]=1. (3) Given the reactants [OH:1][CH2:2][CH2:3][CH2:4][CH2:5][CH2:6][NH:7][S:8]([C:11]1[CH:16]=[CH:15][C:14](Br)=[CH:13][CH:12]=1)(=[O:10])=[O:9].[F:18][C:19]([F:30])([F:29])[C:20]1[CH:25]=[CH:24][CH:23]=[CH:22][C:21]=1B(O)O, predict the reaction product. The product is: [OH:1][CH2:2][CH2:3][CH2:4][CH2:5][CH2:6][NH:7][S:8]([C:11]1[CH:16]=[CH:15][C:14]([C:21]2[CH:22]=[CH:23][CH:24]=[CH:25][C:20]=2[C:19]([F:30])([F:29])[F:18])=[CH:13][CH:12]=1)(=[O:10])=[O:9].